This data is from Reaction yield outcomes from USPTO patents with 853,638 reactions. The task is: Predict the reaction yield, written as a fraction of the theoretical maximum amount of product (1.0 means a 100% yield; for example, 0.34 means a 34% yield). The catalyst is O. The yield is 1.00. The reactants are [OH-].[K+].[O:3]1[CH2:8][CH2:7][CH2:6][CH2:5][CH:4]1[O:9][CH:10]1[CH2:14][CH2:13][N:12](C=O)[CH2:11]1. The product is [O:3]1[CH2:8][CH2:7][CH2:6][CH2:5][CH:4]1[O:9][C@@H:10]1[CH2:14][CH2:13][NH:12][CH2:11]1.